From a dataset of Catalyst prediction with 721,799 reactions and 888 catalyst types from USPTO. Predict which catalyst facilitates the given reaction. Reactant: Cl.[C:2]([C:5]1[S:6][CH:7]=[CH:8][CH:9]=1)(=[O:4])[CH3:3].Cl.[CH3:11][NH2:12].[CH2:13]=O. Product: [CH3:11][NH:12][CH2:13][CH2:3][C:2]([C:5]1[S:6][CH:7]=[CH:8][CH:9]=1)=[O:4]. The catalyst class is: 32.